From a dataset of Forward reaction prediction with 1.9M reactions from USPTO patents (1976-2016). Predict the product of the given reaction. Given the reactants Cl[CH2:2][CH2:3][CH2:4][C:5](=[O:7])[CH3:6].[NH3:8], predict the reaction product. The product is: [CH3:6][C:5]([CH:4]1[CH2:2][CH2:3]1)=[O:7].[CH3:6][C:5]1[CH2:4][CH2:3][CH2:2][N:8]=1.